Dataset: Forward reaction prediction with 1.9M reactions from USPTO patents (1976-2016). Task: Predict the product of the given reaction. Given the reactants [Br:1][C:2]1[CH:7]=[CH:6][N:5](C(OC2C=CC=CC=2)=O)[CH:4]([CH:17]([CH3:19])[CH3:18])[CH:3]=1.ClC1C(=O)C(Cl)=C(Cl)C(=O)C=1Cl.[OH-].[Na+], predict the reaction product. The product is: [Br:1][C:2]1[CH:7]=[CH:6][N:5]=[C:4]([CH:17]([CH3:19])[CH3:18])[CH:3]=1.